This data is from NCI-60 drug combinations with 297,098 pairs across 59 cell lines. The task is: Regression. Given two drug SMILES strings and cell line genomic features, predict the synergy score measuring deviation from expected non-interaction effect. Drug 1: CC1=C2C(C(=O)C3(C(CC4C(C3C(C(C2(C)C)(CC1OC(=O)C(C(C5=CC=CC=C5)NC(=O)C6=CC=CC=C6)O)O)OC(=O)C7=CC=CC=C7)(CO4)OC(=O)C)O)C)OC(=O)C. Drug 2: C1CN(CCN1C(=O)CCBr)C(=O)CCBr. Cell line: DU-145. Synergy scores: CSS=62.3, Synergy_ZIP=-2.96, Synergy_Bliss=-6.06, Synergy_Loewe=-15.2, Synergy_HSA=-2.40.